This data is from Forward reaction prediction with 1.9M reactions from USPTO patents (1976-2016). The task is: Predict the product of the given reaction. Given the reactants [O:1]=[C:2]1[C:11]2[CH:10]=[CH:9][CH:8]=[C:7]3[NH:12][CH:13]([C:21]4[CH:28]=[CH:27][C:24]([CH:25]=O)=[CH:23][CH:22]=4)[CH:14]([C:15]4[CH:20]=[CH:19][CH:18]=[CH:17][CH:16]=4)[C:5]([C:6]=23)=[N:4][NH:3]1.C(O)(=O)C.[CH2:33]([N:35]1[CH2:40][CH2:39][NH:38][CH2:37][CH2:36]1)[CH3:34].[BH-](OC(C)=O)(OC(C)=O)OC(C)=O.[Na+], predict the reaction product. The product is: [CH2:33]([N:35]1[CH2:40][CH2:39][N:38]([CH2:25][C:24]2[CH:23]=[CH:22][C:21]([CH:13]3[NH:12][C:7]4[C:6]5[C:5](=[N:4][NH:3][C:2](=[O:1])[C:11]=5[CH:10]=[CH:9][CH:8]=4)[CH:14]3[C:15]3[CH:20]=[CH:19][CH:18]=[CH:17][CH:16]=3)=[CH:28][CH:27]=2)[CH2:37][CH2:36]1)[CH3:34].